The task is: Predict the reaction yield, written as a fraction of the theoretical maximum amount of product (1.0 means a 100% yield; for example, 0.34 means a 34% yield).. This data is from Reaction yield outcomes from USPTO patents with 853,638 reactions. (1) The reactants are [NH2:1][CH:2]([C:5]#[N:6])[C:3]#N.[C:7]1([CH3:17])C=CC(S([O-])(=O)=O)=C[CH:8]=1.C[O-:19].[Na+].[C:21]([OH:24])(=O)C.C[C:26](C=O)=[O:27].Cl. The catalyst is CO. The product is [CH3:26][O:27][C:8]1[C:7]([C:17]([O:24][CH3:21])=[O:19])=[N:6][CH:5]=[C:2]([CH3:3])[N:1]=1. The yield is 0.270. (2) The reactants are [CH3:1][C@@H:2]1[O:7][C@@H:6]([O:8][C@@H:9]2[C:14]3=[C:15]([OH:32])[C:16]4[C:28](=[O:29])[C:27]5[C:22](=[CH:23][CH:24]=[CH:25][C:26]=5[O:30][CH3:31])[C:20](=[O:21])[C:17]=4[C:18]([OH:19])=[C:13]3[CH2:12][C@@:11]([OH:37])([C:33]([CH2:35][OH:36])=[O:34])[CH2:10]2)[CH2:5][C@H:4]([NH2:38])[C@@H:3]1[OH:39].Cl.CC(C)([O-])C.[K+].[C:47]1([CH3:57])[CH:52]=[CH:51][C:50]([S:53]([OH:56])(=[O:55])=[O:54])=[CH:49][CH:48]=1. The catalyst is C1COCC1. The product is [CH3:1][C@@H:2]1[O:7][C@@H:6]([O:8][C@@H:9]2[C:14]3=[C:15]([OH:32])[C:16]4[C:28](=[O:29])[C:27]5[C:22](=[CH:23][CH:24]=[CH:25][C:26]=5[O:30][CH3:31])[C:20](=[O:21])[C:17]=4[C:18]([OH:19])=[C:13]3[CH2:12][C@@:11]([OH:37])([C:33]([CH2:35][OH:36])=[O:34])[CH2:10]2)[CH2:5][C@H:4]([NH2:38])[C@@H:3]1[OH:39].[S:53]([C:50]1[CH:51]=[CH:52][C:47]([CH3:57])=[CH:48][CH:49]=1)([O-:56])(=[O:55])=[O:54]. The yield is 0.970. (3) The reactants are [F:1][C:2]1[CH:7]=[C:6]([F:8])[CH:5]=[CH:4][C:3]=1[N:9]1[C:13](=[O:14])[C:12]([C:15]([O:17][CH2:18][CH3:19])=[O:16])=[CH:11][NH:10]1.F[C:21](F)(F)S(OC)(=O)=O. No catalyst specified. The product is [F:1][C:2]1[CH:7]=[C:6]([F:8])[CH:5]=[CH:4][C:3]=1[N:9]1[C:13](=[O:14])[C:12]([C:15]([O:17][CH2:18][CH3:19])=[O:16])=[CH:11][N:10]1[CH3:21]. The yield is 0.650. (4) The reactants are [Cl:1][C:2]1[CH:3]=[C:4]2[C:9](=[CH:10][CH:11]=1)[NH:8][C:7](=[O:12])[C:6]([CH2:13][CH2:14][CH3:15])=[C:5]2[S:16][CH:17]1[CH2:22][CH2:21][CH2:20][CH2:19][CH2:18]1.ClC1C=CC=C(C(OO)=[O:31])C=1. The catalyst is CC(O)C. The product is [Cl:1][C:2]1[CH:3]=[C:4]2[C:9](=[CH:10][CH:11]=1)[NH:8][C:7](=[O:12])[C:6]([CH2:13][CH2:14][CH3:15])=[C:5]2[S:16]([CH:17]1[CH2:22][CH2:21][CH2:20][CH2:19][CH2:18]1)=[O:31]. The yield is 0.600.